The task is: Predict the reactants needed to synthesize the given product.. This data is from Full USPTO retrosynthesis dataset with 1.9M reactions from patents (1976-2016). Given the product [F:20][C:17]1[CH:18]=[CH:19][C:14]([CH2:13][O:12][C:7]2[CH:8]=[C:9]3[C:4](=[CH:5][CH:6]=2)[N:3]=[C:2]([NH:21][C@H:22]2[C:30]4[C:25](=[CH:26][CH:27]=[CH:28][CH:29]=4)[CH2:24][CH2:23]2)[CH:11]=[CH:10]3)=[CH:15][CH:16]=1, predict the reactants needed to synthesize it. The reactants are: Cl[C:2]1[CH:11]=[CH:10][C:9]2[C:4](=[CH:5][CH:6]=[C:7]([O:12][CH2:13][C:14]3[CH:19]=[CH:18][C:17]([F:20])=[CH:16][CH:15]=3)[CH:8]=2)[N:3]=1.[NH2:21][C@H:22]1[C:30]2[C:25](=[CH:26][CH:27]=[CH:28][CH:29]=2)[CH2:24][CH2:23]1.